Dataset: Full USPTO retrosynthesis dataset with 1.9M reactions from patents (1976-2016). Task: Predict the reactants needed to synthesize the given product. (1) The reactants are: [CH3:1][O:2][CH:3]([O:17][CH3:18])[CH2:4][NH:5][C:6]1[C:11]([N+:12]([O-])=O)=[CH:10][CH:9]=[C:8]([O:15][CH3:16])[N:7]=1. Given the product [CH3:18][O:17][CH:3]([O:2][CH3:1])[CH2:4][NH:5][C:6]1[C:11]([NH2:12])=[CH:10][CH:9]=[C:8]([O:15][CH3:16])[N:7]=1, predict the reactants needed to synthesize it. (2) Given the product [NH:20]1[CH:12]=[CH:13][N:8]=[C:7]1[NH:6][C:5]1[CH:4]=[C:14]([NH:20][C:12](=[O:19])[C:13]2[CH:18]=[CH:17][CH:16]=[CH:15][CH:14]=2)[CH:15]=[CH:16][C:17]=1[CH3:18], predict the reactants needed to synthesize it. The reactants are: C(O[CH:4](OCC)[CH2:5][N:6]=[C:7]=[NH:8])C.[C:12]([NH2:20])(=[O:19])[C:13]1[CH:18]=[CH:17][CH:16]=[CH:15][CH:14]=1.CS(O)(=O)=O.